From a dataset of Reaction yield outcomes from USPTO patents with 853,638 reactions. Predict the reaction yield, written as a fraction of the theoretical maximum amount of product (1.0 means a 100% yield; for example, 0.34 means a 34% yield). (1) No catalyst specified. The product is [ClH:47].[ClH:1].[Cl:48][C:43]1[CH:42]=[C:41]([C:38]2[CH:37]=[N:36][C:35]([N:32]3[CH2:31][CH2:30][NH:29][CH2:34][CH2:33]3)=[N:40][CH:39]=2)[CH:46]=[CH:45][C:44]=1[Cl:47]. The reactants are [ClH:1].Cl.FC1C=CC(C2C=NC(N3CCNCC3)=NC=2)=CC=1.C(OC([N:29]1[CH2:34][CH2:33][N:32]([C:35]2[N:40]=[CH:39][C:38]([C:41]3[CH:46]=[CH:45][C:44]([Cl:47])=[C:43]([Cl:48])[CH:42]=3)=[CH:37][N:36]=2)[CH2:31][CH2:30]1)=O)(C)(C)C. The yield is 0.900. (2) The reactants are [Cl:1][C:2]1[CH:3]=[C:4]([C:9](=[O:15])[C:10]([O:12][CH2:13][CH3:14])=[O:11])[CH:5]=[CH:6][C:7]=1[Cl:8].[CH2:16]([Sn](CCCC)(CCCC)CCCC)[CH:17]=[CH2:18]. The catalyst is C(Cl)Cl.Cl[Ti](Cl)(Cl)Cl. The product is [Cl:1][C:2]1[CH:3]=[C:4]([C:9]([OH:15])([CH2:18][CH:17]=[CH2:16])[C:10]([O:12][CH2:13][CH3:14])=[O:11])[CH:5]=[CH:6][C:7]=1[Cl:8]. The yield is 0.770. (3) The catalyst is CO.O. The yield is 0.830. The product is [CH3:19][O:18][C:17]1[C:16]([CH3:20])=[C:15]2[C:11]([C:12](=[O:21])[O:13][CH2:14]2)=[C:10]([O:22][CH2:23][CH2:24][Si:25]([CH3:27])([CH3:26])[CH3:28])[C:9]=1[CH2:8][CH:7]=[C:6]([CH3:29])[CH2:5][CH2:4][C:3]([OH:30])=[O:2]. The reactants are C[O:2][C:3](=[O:30])[CH2:4][CH2:5][C:6]([CH3:29])=[CH:7][CH2:8][C:9]1[C:10]([O:22][CH2:23][CH2:24][Si:25]([CH3:28])([CH3:27])[CH3:26])=[C:11]2[C:15](=[C:16]([CH3:20])[C:17]=1[O:18][CH3:19])[CH2:14][O:13][C:12]2=[O:21].[OH-].[Na+].Cl. (4) The reactants are N1C=CC=CC=1C([O:9][C@@H:10]([C@H:30]1[O:34][N:33]=[C:32]([C:35]#[CH:36])[CH2:31]1)[CH2:11][O:12][Si:13]([C:26]([CH3:29])([CH3:28])[CH3:27])([C:20]1[CH:25]=[CH:24][CH:23]=[CH:22][CH:21]=1)[C:14]1[CH:19]=[CH:18][CH:17]=[CH:16][CH:15]=1)=O.C1(C)C=CC=CC=1.CO. The catalyst is CCCCCCC.O.O.C([O-])(=O)C.[Zn+2].C([O-])(=O)C. The product is [Si:13]([O:12][CH2:11][C@H:10]([C@H:30]1[O:34][N:33]=[C:32]([C:35]#[CH:36])[CH2:31]1)[OH:9])([C:26]([CH3:29])([CH3:28])[CH3:27])([C:20]1[CH:25]=[CH:24][CH:23]=[CH:22][CH:21]=1)[C:14]1[CH:19]=[CH:18][CH:17]=[CH:16][CH:15]=1. The yield is 0.945. (5) The reactants are Cl.[CH2:2]([NH:9][C:10](=[NH:13])[CH2:11][CH3:12])[C:3]1[CH:8]=[CH:7][CH:6]=[CH:5][CH:4]=1.C(=O)([O-])[O-].[K+].[K+].C(Cl)Cl.Br/[C:24](=[CH:27]/OC1CCCCC1)/[CH:25]=[O:26]. The catalyst is O. The product is [CH2:2]([N:9]1[C:24]([CH:25]=[O:26])=[CH:27][N:13]=[C:10]1[CH2:11][CH3:12])[C:3]1[CH:8]=[CH:7][CH:6]=[CH:5][CH:4]=1. The yield is 0.900.